From a dataset of Full USPTO retrosynthesis dataset with 1.9M reactions from patents (1976-2016). Predict the reactants needed to synthesize the given product. (1) Given the product [NH2:1][C:2]1[NH:7][C:6](=[O:12])[CH:5]=[C:4]([Cl:9])[N:3]=1, predict the reactants needed to synthesize it. The reactants are: [NH2:1][C:2]1[N:7]=[C:6](Cl)[CH:5]=[C:4]([Cl:9])[N:3]=1.C(O)(=[O:12])C. (2) Given the product [C:1]1([CH3:13])[CH:2]=[CH:3][C:4]([CH2:7][CH2:8][CH2:9][C:10]([O:12][CH3:19])=[O:11])=[CH:5][CH:6]=1, predict the reactants needed to synthesize it. The reactants are: [C:1]1([CH3:13])[CH:6]=[CH:5][C:4]([CH2:7][CH2:8][CH2:9][C:10]([OH:12])=[O:11])=[CH:3][CH:2]=1.S(=O)(=O)(O)O.[C:19](=O)(O)[O-].[Na+]. (3) Given the product [CH2:11]([N:15]1[C:1](=[O:8])[C:2]([OH:4])=[C:19]([C:20]2[CH:25]=[CH:24][CH:23]=[C:22]([Cl:26])[CH:21]=2)[S:16]1(=[O:17])=[O:18])[CH2:12][CH2:13][CH3:14], predict the reactants needed to synthesize it. The reactants are: [C:1]([O:8]CC)(=O)[C:2]([O:4]CC)=O.[CH2:11]([NH:15][S:16]([CH2:19][C:20]1[CH:25]=[CH:24][CH:23]=[C:22]([Cl:26])[CH:21]=1)(=[O:18])=[O:17])[CH2:12][CH2:13][CH3:14].CC(C)([O-])C.[K+].Cl. (4) Given the product [Cl:27][C:26]1[CH:25]=[CH:24][N:23]=[CH:22][C:21]=1[C:16]1[CH:15]=[CH:14][N:13]=[C:12]2[N:8]([C:5]3[CH:6]=[CH:7][C:2]([F:1])=[CH:3][CH:4]=3)[N:9]=[CH:10][C:11]=12, predict the reactants needed to synthesize it. The reactants are: [F:1][C:2]1[CH:7]=[CH:6][C:5]([N:8]2[C:12]3=[N:13][CH:14]=[CH:15][C:16](B(O)O)=[C:11]3[CH:10]=[N:9]2)=[CH:4][CH:3]=1.Br[C:21]1[CH:22]=[N:23][CH:24]=[CH:25][C:26]=1[Cl:27].C(=O)([O-])[O-].[Na+].[Na+].